From a dataset of Reaction yield outcomes from USPTO patents with 853,638 reactions. Predict the reaction yield, written as a fraction of the theoretical maximum amount of product (1.0 means a 100% yield; for example, 0.34 means a 34% yield). (1) The reactants are [CH3:1][N:2]1[C:6]2[CH:7]=[CH:8][C:9]([C:11]([OH:13])=O)=[CH:10][C:5]=2[N:4]=[N:3]1.[NH:14]1[CH2:19][CH2:18][CH2:17][C@@H:16]2[C:20]3[CH:21]=[CH:22][CH:23]=[CH:24][C:25]=3[CH2:26][C@H:15]12.F[P-](F)(F)(F)(F)F.N1(OC(N(C)C)=[N+](C)C)C2N=CC=CC=2N=N1. No catalyst specified. The product is [N:14]1([C:11]([C:9]2[CH:8]=[CH:7][C:6]3[N:2]([CH3:1])[N:3]=[N:4][C:5]=3[CH:10]=2)=[O:13])[CH2:19][CH2:18][CH2:17][C@@H:16]2[C:20]3[CH:21]=[CH:22][CH:23]=[CH:24][C:25]=3[CH2:26][C@H:15]12. The yield is 0.650. (2) The reactants are Cl.[NH2:2][CH2:3][C:4]1[CH:5]=[C:6]2[C:10](=[CH:11][CH:12]=1)[C:9](=[O:13])[N:8]([CH:14]1[CH2:19][CH2:18][C:17](=[O:20])[NH:16][C:15]1=[O:21])[CH2:7]2.[F:22][C:23]1([F:44])[CH2:28][CH2:27][N:26]([CH2:29][CH2:30][O:31][C:32]2[CH:33]=[C:34]([C:38]([F:43])([F:42])[C:39](O)=[O:40])[CH:35]=[CH:36][CH:37]=2)[CH2:25][CH2:24]1.C(N(CC)C(C)C)(C)C.F[P-](F)(F)(F)(F)F.CN(C(N(C)C)=[N+]1C2C(=NC=CC=2)[N+]([O-])=N1)C. The catalyst is CN(C)C=O.O. The product is [F:44][C:23]1([F:22])[CH2:24][CH2:25][N:26]([CH2:29][CH2:30][O:31][C:32]2[CH:33]=[C:34]([C:38]([F:42])([F:43])[C:39]([NH:2][CH2:3][C:4]3[CH:5]=[C:6]4[C:10](=[CH:11][CH:12]=3)[C:9](=[O:13])[N:8]([CH:14]3[CH2:19][CH2:18][C:17](=[O:20])[NH:16][C:15]3=[O:21])[CH2:7]4)=[O:40])[CH:35]=[CH:36][CH:37]=2)[CH2:27][CH2:28]1. The yield is 0.0800.